Dataset: Forward reaction prediction with 1.9M reactions from USPTO patents (1976-2016). Task: Predict the product of the given reaction. (1) Given the reactants C(OC([N:8]([CH3:18])[C@@H:9]([CH2:13][C:14](C)(C)C)[C:10]([OH:12])=O)=O)(C)(C)C.[F:19][C:20]([F:37])([F:36])[C:21]1[CH:26]=[CH:25][C:24]([N:27]2[CH2:31][C@@H:30]3[C@@H:32]([NH2:35])[CH2:33][CH2:34][C@@H:29]3[CH2:28]2)=[CH:23][CH:22]=1.[F:38]C(F)(F)C1N=C(N2C[C@@H]3[C@@H](N)CC[C@@H]3C2)C=CC=1, predict the reaction product. The product is: [F:38][C@H:14]1[CH2:18][NH:8][C@H:9]([C:10]([NH:35][C@@H:32]2[C@@H:30]3[C@@H:29]([CH2:28][N:27]([C:24]4[CH:23]=[CH:22][C:21]([C:20]([F:19])([F:36])[F:37])=[CH:26][CH:25]=4)[CH2:31]3)[CH2:34][CH2:33]2)=[O:12])[CH2:13]1. (2) Given the reactants Cl[C:2]1[C:11]2[C:6](=[CH:7][CH:8]=[C:9]([F:12])[CH:10]=2)[N:5]=[C:4]([C:13]2[CH:14]=[N:15][CH:16]=[C:17]([F:19])[CH:18]=2)[C:3]=1[CH3:20].[O:21]1[CH2:26][CH2:25][N:24]([C:27]2[CH:33]=[CH:32][C:31]([N:34]3[CH2:39][CH2:38][O:37][CH2:36][CH2:35]3)=[CH:30][C:28]=2[NH2:29])[CH2:23][CH2:22]1.Cl.O1CCOCC1, predict the reaction product. The product is: [N:24]1([C:27]2[CH:33]=[CH:32][C:31]([N:34]3[CH2:35][CH2:36][O:37][CH2:38][CH2:39]3)=[CH:30][C:28]=2[NH:29][C:2]2[C:11]3[C:6](=[CH:7][CH:8]=[C:9]([F:12])[CH:10]=3)[N:5]=[C:4]([C:13]3[CH:14]=[N:15][CH:16]=[C:17]([F:19])[CH:18]=3)[C:3]=2[CH3:20])[CH2:25][CH2:26][O:21][CH2:22][CH2:23]1.